This data is from Forward reaction prediction with 1.9M reactions from USPTO patents (1976-2016). The task is: Predict the product of the given reaction. (1) Given the reactants [Br:1][C:2]1[CH:3]=[C:4]([OH:8])[CH:5]=[CH:6][CH:7]=1.C([O-])([O-])=O.[K+].[K+].[CH2:15](I)[CH:16]=[CH2:17], predict the reaction product. The product is: [CH2:17]([O:8][C:4]1[CH:5]=[CH:6][CH:7]=[C:2]([Br:1])[CH:3]=1)[CH:16]=[CH2:15]. (2) Given the reactants ClC1C(C(O)=O)=CC(C)=C2C=1C=CN2.[CH3:15][O:16][C:17]1[CH:18]=[C:19]([C:27]([O:29]C)=[O:28])[C:20]([CH3:26])=[C:21]2[C:25]=1[NH:24][CH:23]=[CH:22]2, predict the reaction product. The product is: [CH3:15][O:16][C:17]1[CH:18]=[C:19]([C:27]([OH:29])=[O:28])[C:20]([CH3:26])=[C:21]2[C:25]=1[NH:24][CH:23]=[CH:22]2. (3) Given the reactants C(O)C.[NH2:4][NH2:5].[C:6]([N:8]=[C:9](SC)[NH:10][C:11]1[CH:16]=[C:15]([Cl:17])[C:14]([S:18][C:19]2[CH:24]=[CH:23][C:22]([C:25]([F:28])([F:27])[F:26])=[CH:21][CH:20]=2)=[C:13]([Cl:29])[CH:12]=1)#[N:7], predict the reaction product. The product is: [Cl:29][C:13]1[CH:12]=[C:11]([NH:10][C:9]2[N:8]=[C:6]([NH2:7])[NH:5][N:4]=2)[CH:16]=[C:15]([Cl:17])[C:14]=1[S:18][C:19]1[CH:24]=[CH:23][C:22]([C:25]([F:28])([F:27])[F:26])=[CH:21][CH:20]=1. (4) Given the reactants [Si]([O:18][CH2:19][CH2:20][CH2:21][CH:22]([C:44]1[CH:51]=[CH:50][C:47]([C:48]#[N:49])=[CH:46][CH:45]=1)[N:23]1[C:27]([C:28]([N:30]2[CH2:35][CH2:34][N:33]([C:36]3[CH:41]=[CH:40][CH:39]=[C:38]([Cl:42])[CH:37]=3)[C:32](=[O:43])[CH2:31]2)=[O:29])=[CH:26][N:25]=[CH:24]1)(C(C)(C)C)(C1C=CC=CC=1)C1C=CC=CC=1.N1C=CC=CC=1.F.C(=O)(O)[O-].[Na+], predict the reaction product. The product is: [Cl:42][C:38]1[CH:37]=[C:36]([N:33]2[CH2:34][CH2:35][N:30]([C:28]([C:27]3[N:23]([CH:22]([C:44]4[CH:45]=[CH:46][C:47]([C:48]#[N:49])=[CH:50][CH:51]=4)[CH2:21][CH2:20][CH2:19][OH:18])[CH:24]=[N:25][CH:26]=3)=[O:29])[CH2:31][C:32]2=[O:43])[CH:41]=[CH:40][CH:39]=1. (5) Given the reactants C1(P(C2CCCCC2)C2(CCC)CC(CCC)=CC(CCC)=C2C2C=CC=CC=2)CCCCC1.[CH3:35][C:36]1[CH:40]=[C:39]([NH2:41])[N:38]([C:42]2[CH:47]=[C:46]([S:48][CH3:49])[N:45]=[C:44]([CH3:50])[N:43]=2)[N:37]=1.Br[C:52]1[CH:60]=[CH:59][CH:58]=[C:57]2[C:53]=1[CH:54]=[N:55][NH:56]2.C(=O)([O-])[O-].[Cs+].[Cs+], predict the reaction product. The product is: [CH3:35][C:36]1[CH:40]=[C:39]([NH:41][C:52]2[C:53]3[CH:54]=[N:55][NH:56][C:57]=3[CH:58]=[CH:59][CH:60]=2)[N:38]([C:42]2[CH:47]=[C:46]([S:48][CH3:49])[N:45]=[C:44]([CH3:50])[N:43]=2)[N:37]=1.